From a dataset of Forward reaction prediction with 1.9M reactions from USPTO patents (1976-2016). Predict the product of the given reaction. (1) Given the reactants [CH2:1]([C:4]1[C:13]([O:14][CH3:15])=[CH:12][C:11]([Cl:16])=[CH:10][C:5]=1[C:6]([O:8]C)=[O:7])[CH:2]=[CH2:3].[OH-].[Na+], predict the reaction product. The product is: [CH2:1]([C:4]1[C:13]([O:14][CH3:15])=[CH:12][C:11]([Cl:16])=[CH:10][C:5]=1[C:6]([OH:8])=[O:7])[CH:2]=[CH2:3]. (2) Given the reactants [Br:1][C:2]1[CH:7]=[CH:6][C:5]([OH:8])=[C:4]([CH2:9][OH:10])[CH:3]=1.[OH-].[Na+].[CH2:13](Br)[C:14]1[CH:19]=[CH:18][CH:17]=[CH:16][CH:15]=1, predict the reaction product. The product is: [Br:1][C:2]1[CH:7]=[CH:6][C:5]([O:8][CH2:13][C:14]2[CH:19]=[CH:18][CH:17]=[CH:16][CH:15]=2)=[C:4]([CH2:9][OH:10])[CH:3]=1. (3) Given the reactants [CH3:1][S:2](Cl)(=[O:4])=[O:3].FC(F)(F)C(O)=O.[NH:13]1[CH2:18][CH2:17][CH:16]([CH:19]2[O:32][CH2:31][C:30]3[C:29]4[C:24](=[CH:25][CH:26]=[CH:27][CH:28]=4)[C:23](=[O:33])[NH:22][C:21]=3[CH2:20]2)[CH2:15][CH2:14]1.C(OCC)(=O)C, predict the reaction product. The product is: [CH3:1][S:2]([N:13]1[CH2:14][CH2:15][CH:16]([CH:19]2[O:32][CH2:31][C:30]3[C:29]4[C:24](=[CH:25][CH:26]=[CH:27][CH:28]=4)[C:23](=[O:33])[NH:22][C:21]=3[CH2:20]2)[CH2:17][CH2:18]1)(=[O:4])=[O:3]. (4) The product is: [C:33]([N:30]1[CH2:29][CH2:28][CH:27]([O:26][C:9]2[CH:8]=[C:7]([O:6][CH2:5][CH2:4][O:3][CH3:2])[CH:12]=[CH:11][C:10]=2/[CH:13]=[CH:14]/[C:15]([NH:17][S:18]([CH2:21][CH2:22][CH2:23][CH2:24][CH3:25])(=[O:19])=[O:20])=[O:16])[CH2:32][CH2:31]1)(=[O:40])[C:34]1[CH:39]=[CH:38][CH:37]=[CH:36][CH:35]=1. Given the reactants Cl.[CH3:2][O:3][CH2:4][CH2:5][O:6][C:7]1[CH:12]=[CH:11][C:10](/[CH:13]=[CH:14]/[C:15]([NH:17][S:18]([CH2:21][CH2:22][CH2:23][CH2:24][CH3:25])(=[O:20])=[O:19])=[O:16])=[C:9]([O:26][CH:27]2[CH2:32][CH2:31][NH:30][CH2:29][CH2:28]2)[CH:8]=1.[C:33](Cl)(=[O:40])[C:34]1[CH:39]=[CH:38][CH:37]=[CH:36][CH:35]=1.C(N(CC)CC)C, predict the reaction product.